Dataset: Buchwald-Hartwig C-N cross coupling reaction yields with 55,370 reactions. Task: Predict the reaction yield, written as a fraction of the theoretical maximum amount of product (1.0 means a 100% yield; for example, 0.34 means a 34% yield). (1) The reactants are COc1ccc(Cl)cc1.Cc1ccc(N)cc1.O=S(=O)(O[Pd]1c2ccccc2-c2ccccc2N~1)C(F)(F)F.CC(C)c1cc(C(C)C)c(-c2ccccc2P(C2CCCCC2)C2CCCCC2)c(C(C)C)c1.CN(C)C(=NC(C)(C)C)N(C)C.COC(=O)c1cc(-c2ccco2)on1. No catalyst specified. The product is COc1ccc(Nc2ccc(C)cc2)cc1. The yield is 0. (2) The reactants are Brc1ccccn1.Cc1ccc(N)cc1.O=S(=O)(O[Pd]1c2ccccc2-c2ccccc2N~1)C(F)(F)F.CC(C)c1cc(C(C)C)c(-c2ccccc2P(C(C)(C)C)C(C)(C)C)c(C(C)C)c1.CCN=P(N=P(N(C)C)(N(C)C)N(C)C)(N(C)C)N(C)C.c1ccc(CN(Cc2ccccc2)c2ccon2)cc1. No catalyst specified. The product is Cc1ccc(Nc2ccccn2)cc1. The yield is 0.646. (3) The reactants are Ic1ccccn1.Cc1ccc(N)cc1.O=S(=O)(O[Pd]1c2ccccc2-c2ccccc2N~1)C(F)(F)F.COc1ccc(OC)c(P([C@]23C[C@H]4C[C@H](C[C@H](C4)C2)C3)[C@]23C[C@H]4C[C@H](C[C@H](C4)C2)C3)c1-c1c(C(C)C)cc(C(C)C)cc1C(C)C.CN1CCCN2CCCN=C12.COC(=O)c1cc(-c2ccco2)on1. No catalyst specified. The product is Cc1ccc(Nc2ccccn2)cc1. The yield is 0.879. (4) The reactants are CCc1ccc(Cl)cc1.Cc1ccc(N)cc1.O=S(=O)(O[Pd]1c2ccccc2-c2ccccc2N~1)C(F)(F)F.COc1ccc(OC)c(P(C(C)(C)C)C(C)(C)C)c1-c1c(C(C)C)cc(C(C)C)cc1C(C)C.CN1CCCN2CCCN=C12.c1ccc(-c2cnoc2)cc1. The product is CCc1ccc(Nc2ccc(C)cc2)cc1. The yield is 0.0781. No catalyst specified. (5) The reactants are FC(F)(F)c1ccc(Cl)cc1.Cc1ccc(N)cc1.O=S(=O)(O[Pd]1c2ccccc2-c2ccccc2N~1)C(F)(F)F.CC(C)c1cc(C(C)C)c(-c2ccccc2P(C2CCCCC2)C2CCCCC2)c(C(C)C)c1.CN(C)C(=NC(C)(C)C)N(C)C.c1ccc2nocc2c1. No catalyst specified. The product is Cc1ccc(Nc2ccc(C(F)(F)F)cc2)cc1. The yield is 0. (6) No catalyst specified. The product is Cc1ccc(Nc2ccccn2)cc1. The reactants are Clc1ccccn1.Cc1ccc(N)cc1.O=S(=O)(O[Pd]1c2ccccc2-c2ccccc2N~1)C(F)(F)F.CC(C)c1cc(C(C)C)c(-c2ccccc2P(C(C)(C)C)C(C)(C)C)c(C(C)C)c1.CCN=P(N=P(N(C)C)(N(C)C)N(C)C)(N(C)C)N(C)C.CCOC(=O)c1cc(OC)no1. The yield is 0.701. (7) The reactants are Clc1cccnc1.Cc1ccc(N)cc1.O=S(=O)(O[Pd]1c2ccccc2-c2ccccc2N~1)C(F)(F)F.COc1ccc(OC)c(P(C(C)(C)C)C(C)(C)C)c1-c1c(C(C)C)cc(C(C)C)cc1C(C)C.CN(C)C(=NC(C)(C)C)N(C)C.Fc1cccc(F)c1-c1ccno1. No catalyst specified. The product is Cc1ccc(Nc2cccnc2)cc1. The yield is 0.0161. (8) The reactants are COc1ccc(I)cc1.Cc1ccc(N)cc1.O=S(=O)(O[Pd]1c2ccccc2-c2ccccc2N~1)C(F)(F)F.CC(C)c1cc(C(C)C)c(-c2ccccc2P(C(C)(C)C)C(C)(C)C)c(C(C)C)c1.CN1CCCN2CCCN=C12.c1ccc2nocc2c1. No catalyst specified. The product is COc1ccc(Nc2ccc(C)cc2)cc1. The yield is 0.333.